Dataset: NCI-60 drug combinations with 297,098 pairs across 59 cell lines. Task: Regression. Given two drug SMILES strings and cell line genomic features, predict the synergy score measuring deviation from expected non-interaction effect. (1) Drug 1: C1=NC2=C(N1)C(=S)N=CN2. Drug 2: C(CCl)NC(=O)N(CCCl)N=O. Cell line: NCI-H460. Synergy scores: CSS=20.2, Synergy_ZIP=-10.3, Synergy_Bliss=-2.25, Synergy_Loewe=-16.8, Synergy_HSA=-1.07. (2) Drug 1: CS(=O)(=O)OCCCCOS(=O)(=O)C. Drug 2: C(CCl)NC(=O)N(CCCl)N=O. Cell line: NCI-H322M. Synergy scores: CSS=-2.68, Synergy_ZIP=2.57, Synergy_Bliss=1.73, Synergy_Loewe=-0.278, Synergy_HSA=-2.15. (3) Drug 1: CC1=C2C(C(=O)C3(C(CC4C(C3C(C(C2(C)C)(CC1OC(=O)C(C(C5=CC=CC=C5)NC(=O)OC(C)(C)C)O)O)OC(=O)C6=CC=CC=C6)(CO4)OC(=O)C)OC)C)OC. Drug 2: C1CCC(C1)C(CC#N)N2C=C(C=N2)C3=C4C=CNC4=NC=N3. Cell line: SN12C. Synergy scores: CSS=33.2, Synergy_ZIP=-3.43, Synergy_Bliss=-4.07, Synergy_Loewe=-11.2, Synergy_HSA=-2.02. (4) Drug 1: CC12CCC(CC1=CCC3C2CCC4(C3CC=C4C5=CN=CC=C5)C)O. Drug 2: CS(=O)(=O)OCCCCOS(=O)(=O)C. Cell line: MDA-MB-435. Synergy scores: CSS=-9.20, Synergy_ZIP=3.54, Synergy_Bliss=-1.58, Synergy_Loewe=-18.4, Synergy_HSA=-12.0. (5) Drug 1: CC12CCC3C(C1CCC2=O)CC(=C)C4=CC(=O)C=CC34C. Drug 2: CC1=C(C(=CC=C1)Cl)NC(=O)C2=CN=C(S2)NC3=CC(=NC(=N3)C)N4CCN(CC4)CCO. Cell line: MDA-MB-231. Synergy scores: CSS=65.2, Synergy_ZIP=-6.34, Synergy_Bliss=1.10, Synergy_Loewe=-5.33, Synergy_HSA=1.61. (6) Drug 1: CC12CCC3C(C1CCC2O)C(CC4=C3C=CC(=C4)O)CCCCCCCCCS(=O)CCCC(C(F)(F)F)(F)F. Drug 2: C1=CN(C=N1)CC(O)(P(=O)(O)O)P(=O)(O)O. Cell line: SNB-19. Synergy scores: CSS=0.352, Synergy_ZIP=-0.740, Synergy_Bliss=-2.09, Synergy_Loewe=-2.76, Synergy_HSA=-3.39. (7) Drug 1: COC1=CC(=CC(=C1O)OC)C2C3C(COC3=O)C(C4=CC5=C(C=C24)OCO5)OC6C(C(C7C(O6)COC(O7)C8=CC=CS8)O)O. Drug 2: CC=C1C(=O)NC(C(=O)OC2CC(=O)NC(C(=O)NC(CSSCCC=C2)C(=O)N1)C(C)C)C(C)C. Cell line: SK-MEL-5. Synergy scores: CSS=69.4, Synergy_ZIP=1.48, Synergy_Bliss=3.69, Synergy_Loewe=-10.5, Synergy_HSA=7.81.